From a dataset of Full USPTO retrosynthesis dataset with 1.9M reactions from patents (1976-2016). Predict the reactants needed to synthesize the given product. Given the product [CH2:1]([O:3][C:4]([N:6]1[C:12]2[CH:13]=[CH:14][C:15]([NH:17][C:30]3[N:29]=[C:28]([NH:27][C:26]4[CH:25]=[CH:24][S:23][C:22]=4[C:20](=[O:21])[NH:19][CH3:18])[C:33]([Cl:34])=[CH:32][N:31]=3)=[CH:16][C:11]=2[O:10][CH2:9][CH2:8][CH2:7]1)=[O:5])[CH3:2], predict the reactants needed to synthesize it. The reactants are: [CH2:1]([O:3][C:4]([N:6]1[C:12]2[CH:13]=[CH:14][C:15]([NH2:17])=[CH:16][C:11]=2[O:10][CH2:9][CH2:8][CH2:7]1)=[O:5])[CH3:2].[CH3:18][NH:19][C:20]([C:22]1[S:23][CH:24]=[CH:25][C:26]=1[NH:27][C:28]1[C:33]([Cl:34])=[CH:32][N:31]=[C:30](Cl)[N:29]=1)=[O:21].